Dataset: Forward reaction prediction with 1.9M reactions from USPTO patents (1976-2016). Task: Predict the product of the given reaction. (1) Given the reactants [OH-].[Na+].C[O:4][C:5](=[O:29])[CH2:6][C:7]1[C:15]2[C:10](=[N:11][CH:12]=[CH:13][CH:14]=2)[N:9]([CH2:16][C:17]2[CH:22]=[CH:21][C:20]([C:23]([F:26])([F:25])[F:24])=[CH:19][CH:18]=2)[C:8]=1[CH2:27][CH3:28], predict the reaction product. The product is: [CH2:27]([C:8]1[N:9]([CH2:16][C:17]2[CH:18]=[CH:19][C:20]([C:23]([F:26])([F:24])[F:25])=[CH:21][CH:22]=2)[C:10]2=[N:11][CH:12]=[CH:13][CH:14]=[C:15]2[C:7]=1[CH2:6][C:5]([OH:29])=[O:4])[CH3:28]. (2) The product is: [Cl:17][C:18]1[O:22][C:21]([CH2:23][NH:16][CH2:15][CH2:14][O:13][C:4]2[CH:5]=[CH:6][C:7]3[C:12](=[CH:11][CH:10]=[CH:9][CH:8]=3)[C:3]=2[F:2])=[CH:20][CH:19]=1. Given the reactants [Cl-].[F:2][C:3]1[C:12]2[C:7](=[CH:8][CH:9]=[CH:10][CH:11]=2)[CH:6]=[CH:5][C:4]=1[O:13][CH2:14][CH2:15][NH3+:16].[Cl:17][C:18]1[O:22][C:21]([CH:23]=O)=[CH:20][CH:19]=1, predict the reaction product.